This data is from Forward reaction prediction with 1.9M reactions from USPTO patents (1976-2016). The task is: Predict the product of the given reaction. (1) Given the reactants [C:1]([O:5][C:6]([N:8]1[CH2:13][CH:12]=[C:11]([C:14](OC)=[O:15])[CH2:10][CH2:9]1)=[O:7])([CH3:4])([CH3:3])[CH3:2].[BH4-].[Li+].CO.[Cl-].[NH4+], predict the reaction product. The product is: [C:1]([O:5][C:6]([N:8]1[CH2:9][CH:10]=[C:11]([CH2:14][OH:15])[CH2:12][CH2:13]1)=[O:7])([CH3:4])([CH3:3])[CH3:2]. (2) The product is: [CH3:12][O:11][C:7]1[CH:6]=[C:5]2[C:4](=[C:3]([O:2][CH3:1])[C:8]=1[O:9][CH3:10])[C:15](=[O:17])[CH2:14][CH2:13]2. Given the reactants [CH3:1][O:2][C:3]1[CH:4]=[C:5]([CH2:13][CH2:14][C:15]([O:17]CC)=O)[CH:6]=[C:7]([O:11][CH3:12])[C:8]=1[O:9][CH3:10].C([O-])(O)=O.[Na+], predict the reaction product. (3) Given the reactants [F:1][C:2]([F:13])([F:12])[O:3][C:4]1[CH:9]=[CH:8][C:7]([Br:10])=[CH:6][C:5]=1[NH2:11].[C:14](OC(=O)C)(=[O:16])[CH3:15], predict the reaction product. The product is: [Br:10][C:7]1[CH:8]=[CH:9][C:4]([O:3][C:2]([F:1])([F:12])[F:13])=[C:5]([NH:11][C:14](=[O:16])[CH3:15])[CH:6]=1. (4) Given the reactants [Cl:1][C:2]1[N:3]=[C:4]2[CH:12]=[CH:11][CH:10]=[N:9][C:5]2=[N:6][C:7]=1Cl.[CH3:13][C:14]1[CH:15]=[C:16]([CH:24]=[CH:25][CH:26]=1)[CH2:17][N:18]1[CH2:23][CH2:22][NH:21][CH2:20][CH2:19]1.C(N(C(C)C)C(C)C)C, predict the reaction product. The product is: [Cl:1][C:2]1[N:3]=[C:4]2[CH:12]=[CH:11][CH:10]=[N:9][C:5]2=[N:6][C:7]=1[N:21]1[CH2:22][CH2:23][N:18]([CH2:17][C:16]2[CH:24]=[CH:25][CH:26]=[C:14]([CH3:13])[CH:15]=2)[CH2:19][CH2:20]1. (5) Given the reactants [O:1]1[CH2:5][CH2:4][O:3][CH:2]1[CH2:6][CH2:7][CH2:8][CH2:9][CH2:10][CH2:11][CH2:12][CH2:13][O:14][C:15]1[CH:16]=[C:17]([CH:20]=[C:21]([Br:23])[CH:22]=1)[CH:18]=[O:19].[C:24]1([Mg]Br)[CH:29]=[CH:28][CH:27]=[CH:26][CH:25]=1.S1C=CC=C1[Mg]Br, predict the reaction product. The product is: [O:1]1[CH2:5][CH2:4][O:3][CH:2]1[CH2:6][CH2:7][CH2:8][CH2:9][CH2:10][CH2:11][CH2:12][CH2:13][O:14][C:15]1[CH:16]=[C:17]([CH:18]([C:24]2[CH:29]=[CH:28][CH:27]=[CH:26][CH:25]=2)[OH:19])[CH:20]=[C:21]([Br:23])[CH:22]=1. (6) Given the reactants [CH3:1][C:2]([Si:5]([CH3:24])([CH3:23])[O:6][C@@H:7]1[CH2:11][N:10]([C:12]([O:14][C:15]([CH3:18])([CH3:17])[CH3:16])=[O:13])[C@@H:9]([C:19](OC)=[O:20])[CH2:8]1)([CH3:4])[CH3:3].[Li+].[BH4-].Cl.O, predict the reaction product. The product is: [CH3:4][C:2]([Si:5]([CH3:24])([CH3:23])[O:6][C@@H:7]1[CH2:11][N:10]([C:12]([O:14][C:15]([CH3:17])([CH3:16])[CH3:18])=[O:13])[C@@H:9]([CH2:19][OH:20])[CH2:8]1)([CH3:1])[CH3:3]. (7) Given the reactants C([Li])CCC.[F:6][C:7]1[CH:12]=[CH:11][C:10]([F:13])=[CH:9][C:8]=1[O:14][CH3:15].Br[Si:17]([CH3:20])([CH3:19])[CH3:18].[Na], predict the reaction product. The product is: [F:6][C:7]1[C:8]([O:14][CH3:15])=[C:9]([Si:17]([CH3:20])([CH3:19])[CH3:18])[C:10]([F:13])=[CH:11][CH:12]=1. (8) Given the reactants [OH:1][CH2:2][C:3]1[CH:4]=[CH:5][C:6]([NH:9][C:10]([C:12]2[CH:22]=[C:21]([O:23][C:24]3[CH:29]=[CH:28][C:27]([C:30](=[O:34])[N:31]([CH3:33])[CH3:32])=[C:26]([F:35])[CH:25]=3)[C:15]3[CH2:16][C:17]([CH3:20])([CH3:19])[O:18][C:14]=3[CH:13]=2)=[O:11])=[N:7][CH:8]=1.CC(OI1(OC(C)=O)(OC(C)=O)OC(=O)C2C=CC=CC1=2)=O, predict the reaction product. The product is: [CH:2]([C:3]1[CH:4]=[CH:5][C:6]([NH:9][C:10]([C:12]2[CH:22]=[C:21]([O:23][C:24]3[CH:29]=[CH:28][C:27]([C:30](=[O:34])[N:31]([CH3:33])[CH3:32])=[C:26]([F:35])[CH:25]=3)[C:15]3[CH2:16][C:17]([CH3:20])([CH3:19])[O:18][C:14]=3[CH:13]=2)=[O:11])=[N:7][CH:8]=1)=[O:1].